This data is from Peptide-MHC class II binding affinity with 134,281 pairs from IEDB. The task is: Regression. Given a peptide amino acid sequence and an MHC pseudo amino acid sequence, predict their binding affinity value. This is MHC class II binding data. (1) The peptide sequence is GSDPKKLVLNIKYTR. The MHC is DRB1_1101 with pseudo-sequence DRB1_1101. The binding affinity (normalized) is 0.698. (2) The peptide sequence is VIPEWCCRSCTMPPV. The MHC is DRB1_1301 with pseudo-sequence DRB1_1301. The binding affinity (normalized) is 0.